Task: Predict the product of the given reaction.. Dataset: Forward reaction prediction with 1.9M reactions from USPTO patents (1976-2016) (1) Given the reactants C([N:8]1[CH2:12][CH2:11][CH:10]([O:13][C:14]2[CH:19]=[CH:18][CH:17]=[C:16]([C:20]([F:23])([F:22])[F:21])[CH:15]=2)[CH2:9]1)C1C=CC=CC=1.C(N1CCC(O)C1)C1C=CC=CC=1, predict the reaction product. The product is: [F:23][C:20]([F:21])([F:22])[C:16]1[CH:15]=[C:14]([CH:19]=[CH:18][CH:17]=1)[O:13][CH:10]1[CH2:11][CH2:12][NH:8][CH2:9]1. (2) Given the reactants [CH2:1]1[C:9]2[C:4](=[CH:5][CH:6]=[CH:7][CH:8]=2)[CH2:3][CH:2]1[N:10]1[C:14]([CH:15]=O)=[CH:13][N:12]=[CH:11]1.Cl.[NH2:18][OH:19].C([O-])(=O)C.[Na+], predict the reaction product. The product is: [CH2:1]1[C:9]2[C:4](=[CH:5][CH:6]=[CH:7][CH:8]=2)[CH2:3][CH:2]1[N:10]1[C:14]([CH:15]=[N:18][OH:19])=[CH:13][N:12]=[CH:11]1.